Dataset: Catalyst prediction with 721,799 reactions and 888 catalyst types from USPTO. Task: Predict which catalyst facilitates the given reaction. (1) Reactant: [CH2:1]([O:8][C:9]1[CH:14]=[CH:13][CH:12]=[CH:11][C:10]=1[OH:15])[C:2]1[CH:7]=[CH:6][CH:5]=[CH:4][CH:3]=1.C(=O)([O-])[O-].[K+].[K+].F[C:23]1[CH:28]=[CH:27][C:26]([N+:29]([O-:31])=[O:30])=[CH:25][CH:24]=1. Product: [CH2:1]([O:8][C:9]1[CH:14]=[CH:13][CH:12]=[CH:11][C:10]=1[O:15][C:23]1[CH:28]=[CH:27][C:26]([N+:29]([O-:31])=[O:30])=[CH:25][CH:24]=1)[C:2]1[CH:3]=[CH:4][CH:5]=[CH:6][CH:7]=1. The catalyst class is: 204. (2) Reactant: [NH2:1]/[C:2](=[C:4](\[C:11]([O:13][CH2:14][CH3:15])=[O:12])/[CH:5]=[CH:6]/[C:7](OC)=[O:8])/[CH3:3]. Product: [CH3:3][C:2]1[NH:1][C:7](=[O:8])[CH:6]=[CH:5][C:4]=1[C:11]([O:13][CH2:14][CH3:15])=[O:12]. The catalyst class is: 3. (3) Reactant: [Cl:1][C:2]1[CH:16]=[CH:15][C:5]([O:6][CH2:7][C:8]([O:10][C:11]([CH3:14])([CH3:13])[CH3:12])=[O:9])=[C:4]([CH:17](O)[CH3:18])[CH:3]=1.CCN(C(C)C)C(C)C.CS([Cl:33])(=O)=O. Product: [Cl:1][C:2]1[CH:16]=[CH:15][C:5]([O:6][CH2:7][C:8]([O:10][C:11]([CH3:14])([CH3:13])[CH3:12])=[O:9])=[C:4]([CH:17]([Cl:33])[CH3:18])[CH:3]=1. The catalyst class is: 2. (4) Reactant: [CH:1]([C:4]1[S:5][C:6]([C:9]2[CH:14]=[CH:13][CH:12]=[C:11]([N+:15]([O-])=O)[CH:10]=2)=[N:7][N:8]=1)([CH3:3])[CH3:2].[Cl-].[NH4+]. Product: [CH:1]([C:4]1[S:5][C:6]([C:9]2[CH:10]=[C:11]([CH:12]=[CH:13][CH:14]=2)[NH2:15])=[N:7][N:8]=1)([CH3:3])[CH3:2]. The catalyst class is: 490. (5) Reactant: [C-:1]#[N:2].[Na+].Br[CH2:5][CH2:6][CH2:7][CH2:8][C:9]([CH3:19])([CH3:18])[CH2:10][O:11][CH:12]1[CH2:17][CH2:16][CH2:15][CH2:14][O:13]1.O. Product: [CH3:18][C:9]([CH3:19])([CH2:10][O:11][CH:12]1[CH2:17][CH2:16][CH2:15][CH2:14][O:13]1)[CH2:8][CH2:7][CH2:6][CH2:5][C:1]#[N:2]. The catalyst class is: 16. (6) Product: [OH:28]/[N:27]=[C:2]1\[CH2:3][N:4]([C:19]([O:21][C:22]([CH3:25])([CH3:24])[CH3:23])=[O:20])[CH2:5][C@H:6]\1[CH2:7][NH:8][C:9]([O:11][CH2:12][C:13]1[CH:18]=[CH:17][CH:16]=[CH:15][CH:14]=1)=[O:10]. The catalyst class is: 5. Reactant: O=[C:2]1[C@H:6]([CH2:7][NH:8][C:9]([O:11][CH2:12][C:13]2[CH:18]=[CH:17][CH:16]=[CH:15][CH:14]=2)=[O:10])[CH2:5][N:4]([C:19]([O:21][C:22]([CH3:25])([CH3:24])[CH3:23])=[O:20])[CH2:3]1.Cl.[NH2:27][OH:28].C([O-])(=O)C.[Na+]. (7) The catalyst class is: 22. Product: [Br:1][CH2:9][C:7]1[CH:8]=[C:3]([F:2])[CH:4]=[CH:5][C:6]=1[O:11][CH3:12]. Reactant: [BrH:1].[F:2][C:3]1[CH:4]=[CH:5][C:6]([O:11][CH3:12])=[C:7]([CH2:9]O)[CH:8]=1.